This data is from Forward reaction prediction with 1.9M reactions from USPTO patents (1976-2016). The task is: Predict the product of the given reaction. (1) Given the reactants [C:1]([O:5][C:6]([N:8]1[CH2:13][CH2:12][N:11]([C:14]2[C:23]([CH:24]3[CH2:26][CH2:25]3)=[C:22]3[C:17]([CH:18]=[C:19]([C:27]([O:29]CC)=[O:28])[N:20]=[CH:21]3)=[CH:16][CH:15]=2)[CH2:10][CH2:9]1)=[O:7])([CH3:4])([CH3:3])[CH3:2].[OH-].[Na+], predict the reaction product. The product is: [C:1]([O:5][C:6]([N:8]1[CH2:13][CH2:12][N:11]([C:14]2[C:23]([CH:24]3[CH2:25][CH2:26]3)=[C:22]3[C:17]([CH:18]=[C:19]([C:27]([OH:29])=[O:28])[N:20]=[CH:21]3)=[CH:16][CH:15]=2)[CH2:10][CH2:9]1)=[O:7])([CH3:4])([CH3:2])[CH3:3]. (2) Given the reactants C(OC([N:8]1[CH2:12][CH2:11][CH:10]([C:13]2[CH:18]=[CH:17][C:16]([S:19]([C:22]3[CH:27]=[CH:26][CH:25]=[CH:24][C:23]=3[C:28]#[N:29])(=[O:21])=[O:20])=[CH:15][C:14]=2[O:30][CH3:31])[CH2:9]1)=O)(C)(C)C.Cl, predict the reaction product. The product is: [CH3:31][O:30][C:14]1[CH:15]=[C:16]([S:19]([C:22]2[CH:27]=[CH:26][CH:25]=[CH:24][C:23]=2[C:28]#[N:29])(=[O:21])=[O:20])[CH:17]=[CH:18][C:13]=1[CH:10]1[CH2:11][CH2:12][NH:8][CH2:9]1. (3) Given the reactants [C-:1]#[N:2].[K+].CS(O[CH2:9][CH2:10][CH:11]([C:24]1[CH:29]=[CH:28][C:27]([Cl:30])=[CH:26][C:25]=1[F:31])[C:12]1[C:20]2[C:15](=[C:16]([CH2:21][S:22][CH3:23])[CH:17]=[CH:18][CH:19]=2)[NH:14][CH:13]=1)(=O)=O, predict the reaction product. The product is: [Cl:30][C:27]1[CH:28]=[CH:29][C:24]([CH:11]([C:12]2[C:20]3[C:15](=[C:16]([CH2:21][S:22][CH3:23])[CH:17]=[CH:18][CH:19]=3)[NH:14][CH:13]=2)[CH2:10][CH2:9][C:1]#[N:2])=[C:25]([F:31])[CH:26]=1. (4) Given the reactants F[C:2]1[C:7]([CH3:8])=[CH:6][CH:5]=[CH:4][C:3]=1[N+:9]([O-:11])=[O:10].[CH2:12]([C:19]1[CH:25]=[CH:24][C:22]([NH2:23])=[CH:21][CH:20]=1)[C:13]1[CH:18]=[CH:17][CH:16]=[CH:15][CH:14]=1.C([O-])(C)(C)C.[K+], predict the reaction product. The product is: [CH2:12]([C:19]1[CH:20]=[CH:21][C:22]([NH:23][C:2]2[C:3]([N+:9]([O-:11])=[O:10])=[CH:4][CH:5]=[CH:6][C:7]=2[CH3:8])=[CH:24][CH:25]=1)[C:13]1[CH:14]=[CH:15][CH:16]=[CH:17][CH:18]=1.